From a dataset of Forward reaction prediction with 1.9M reactions from USPTO patents (1976-2016). Predict the product of the given reaction. (1) The product is: [CH2:1]([S:3]([N:6]1[CH2:7][CH2:8][CH:9]([C:12]2[C:20]3[C:15](=[C:16]([C:33]([NH2:35])=[O:34])[CH:17]=[C:18]([C:21]4[CH:22]=[C:23]5[C:27](=[CH:28][CH:29]=4)[CH2:26][N:25]([CH3:30])[CH2:24]5)[CH:19]=3)[NH:14][CH:13]=2)[CH2:10][CH2:11]1)(=[O:4])=[O:5])[CH3:2]. Given the reactants [CH2:1]([S:3]([N:6]1[CH2:11][CH2:10][CH:9]([C:12]2[C:20]3[C:15](=[C:16]([C:33]([NH2:35])=[O:34])[CH:17]=[C:18]([C:21]4[CH:22]=[C:23]5[C:27](=[CH:28][CH:29]=4)[CH2:26][N:25]([CH:30](C)C)[CH2:24]5)[CH:19]=3)[NH:14][CH:13]=2)[CH2:8][CH2:7]1)(=[O:5])=[O:4])[CH3:2], predict the reaction product. (2) Given the reactants C([O:3][C:4](=[O:23])[C:5]([CH3:22])([O:14][C:15]1[CH:16]=[C:17]([CH3:21])[CH:18]=[CH:19][CH:20]=1)[CH2:6][C:7]1[CH:12]=[CH:11][C:10]([OH:13])=[CH:9][CH:8]=1)C.[CH3:24][C:25]1[O:29][C:28]([C:30]2[S:31][CH:32]=[CH:33][CH:34]=2)=[N:27][C:26]=1[CH2:35][CH2:36]OS(C1C=CC(C)=CC=1)(=O)=O, predict the reaction product. The product is: [CH3:22][C:5]([O:14][C:15]1[CH:16]=[C:17]([CH3:21])[CH:18]=[CH:19][CH:20]=1)([CH2:6][C:7]1[CH:12]=[CH:11][C:10]([O:13][CH2:36][CH2:35][C:26]2[N:27]=[C:28]([C:30]3[S:31][CH:32]=[CH:33][CH:34]=3)[O:29][C:25]=2[CH3:24])=[CH:9][CH:8]=1)[C:4]([OH:3])=[O:23]. (3) Given the reactants [CH2:1]([O:3][C:4]1[C:5](/[C:17](/[CH2:29][CH3:30])=[CH:18]\[CH:19]=[CH:20]\[C:21](\[CH3:28])=[CH:22]\[C:23]([O:25]CC)=[O:24])=[CH:6][C:7]2[C:8]([CH3:16])=[CH:9][CH2:10][C:11]([CH3:15])([CH3:14])[C:12]=2[CH:13]=1)[CH3:2].[OH-].[Na+].Cl, predict the reaction product. The product is: [CH2:1]([O:3][C:4]1[C:5](/[C:17](/[CH2:29][CH3:30])=[CH:18]\[CH:19]=[CH:20]\[C:21](\[CH3:28])=[CH:22]\[C:23]([OH:25])=[O:24])=[CH:6][C:7]2[C:8]([CH3:16])=[CH:9][CH2:10][C:11]([CH3:15])([CH3:14])[C:12]=2[CH:13]=1)[CH3:2]. (4) The product is: [NH2:1][C:4]1[CH:5]=[C:6]([C:10]2([C:14]#[N:15])[CH2:13][CH2:12][CH2:11]2)[CH:7]=[CH:8][CH:9]=1. Given the reactants [N+:1]([C:4]1[CH:5]=[C:6]([C:10]2([C:14]#[N:15])[CH2:13][CH2:12][CH2:11]2)[CH:7]=[CH:8][CH:9]=1)([O-])=O.O.O.[Sn](Cl)Cl, predict the reaction product. (5) The product is: [CH:11]([C:8]1[Se:9][CH:10]=[C:6]([CH2:5][O:13][CH2:16][C:15]([OH:18])=[O:17])[CH:7]=1)=[O:12]. Given the reactants [BH4-].[Na+].CO[CH:5]([O:13]C)[C:6]1[Se:10][CH:9]=[C:8]([CH:11]=[O:12])[CH:7]=1.[C:15]([O:18]CC)(=[O:17])[CH3:16], predict the reaction product. (6) Given the reactants C([O:3][C:4](=[O:23])[C:5]([CH2:15][C:16]1[CH:21]=[CH:20][C:19]([OH:22])=[CH:18][CH:17]=1)([O:8][C:9]1[CH:14]=[CH:13][CH:12]=[CH:11][CH:10]=1)[CH2:6][CH3:7])C.[CH3:24][C:25]1[O:29][C:28]([C:30]2[CH:35]=[CH:34][CH:33]=[C:32]([C:36]3[S:37][CH:38]=[CH:39][CH:40]=3)[CH:31]=2)=[N:27][C:26]=1[CH2:41][CH2:42]OS(C1C=CC(C)=CC=1)(=O)=O.C([O-])([O-])=O.[K+].[K+].[OH-].[Na+], predict the reaction product. The product is: [CH3:24][C:25]1[O:29][C:28]([C:30]2[CH:35]=[CH:34][CH:33]=[C:32]([C:36]3[S:37][CH:38]=[CH:39][CH:40]=3)[CH:31]=2)=[N:27][C:26]=1[CH2:41][CH2:42][O:22][C:19]1[CH:18]=[CH:17][C:16]([CH2:15][C:5]([O:8][C:9]2[CH:10]=[CH:11][CH:12]=[CH:13][CH:14]=2)([CH2:6][CH3:7])[C:4]([OH:3])=[O:23])=[CH:21][CH:20]=1.